This data is from Full USPTO retrosynthesis dataset with 1.9M reactions from patents (1976-2016). The task is: Predict the reactants needed to synthesize the given product. (1) Given the product [CH3:17][N:18]([CH3:19])[C:13]([C:7]1[C:6]2[C:10](=[CH:11][CH:12]=[C:4]([N+:1]([O-:3])=[O:2])[CH:5]=2)[NH:9][N:8]=1)=[O:15], predict the reactants needed to synthesize it. The reactants are: [N+:1]([C:4]1[CH:5]=[C:6]2[C:10](=[CH:11][CH:12]=1)[NH:9][N:8]=[C:7]2[C:13]([OH:15])=O)([O-:3])=[O:2].Cl.[CH3:17][NH:18][CH3:19].CN(C(ON1N=NC2C=CC=NC1=2)=[N+](C)C)C.F[P-](F)(F)(F)(F)F.CCN(C(C)C)C(C)C. (2) Given the product [F:63][C:57]([F:62])([C:58]([F:59])([F:61])[F:60])[CH2:56][C:53]1[CH:54]=[CH:55][C:50]([CH2:49][CH:39]([NH:38][C:12]([C:5]2[C:6]3[C:11](=[CH:10][CH:9]=[CH:8][CH:7]=3)[C:2]([F:1])=[CH:3][CH:4]=2)=[O:14])[CH:40]([C:42]2[CH:47]=[CH:46][CH:45]=[C:44]([Cl:48])[CH:43]=2)[OH:41])=[CH:51][CH:52]=1, predict the reactants needed to synthesize it. The reactants are: [F:1][C:2]1[C:11]2[C:6](=[CH:7][CH:8]=[CH:9][CH:10]=2)[C:5]([C:12]([OH:14])=O)=[CH:4][CH:3]=1.Cl.C(N=C=NCCCN(C)C)C.O.ON1C2C=CC=CC=2N=N1.[NH2:38][CH:39]([CH2:49][C:50]1[CH:55]=[CH:54][C:53]([CH2:56][C:57]([F:63])([F:62])[C:58]([F:61])([F:60])[F:59])=[CH:52][CH:51]=1)[CH:40]([C:42]1[CH:47]=[CH:46][CH:45]=[C:44]([Cl:48])[CH:43]=1)[OH:41]. (3) Given the product [OH:8][C@H:5]([CH2:4][CH:3]([O:2][CH3:1])[CH2:10][CH2:11][CH2:12][CH2:13][CH2:14][CH2:15][CH2:16][CH2:17][CH3:18])[CH2:6][C:7]([OH:19])=[O:9], predict the reactants needed to synthesize it. The reactants are: [CH3:1][O:2][CH:3]([CH2:10][CH2:11][CH2:12][CH2:13][CH2:14][CH2:15][CH2:16][CH2:17][CH3:18])[CH2:4][C@H:5]1[O:8][C:7](=[O:9])[CH2:6]1.[OH-:19].[Na+]. (4) The reactants are: [C:1]([O:4][C:5]1[C:6]([CH:24]2[CH2:29][CH2:28][CH2:27][CH:26]=[CH:25]2)=[C:7]([O:20][C:21](=[O:23])[CH3:22])[CH:8]=[C:9]([C:11]([CH3:19])([CH3:18])[CH2:12][CH2:13][CH2:14][CH2:15][CH2:16][CH3:17])[CH:10]=1)(=[O:3])[CH3:2].ClC1C=CC=C(C(OO)=[O:38])C=1. Given the product [C:21]([O:20][C:7]1[C:6]([CH:24]2[CH2:29][CH2:28][CH2:27][CH:26]3[CH:25]2[O:38]3)=[C:5]([O:4][C:1](=[O:3])[CH3:2])[CH:10]=[C:9]([C:11]([CH3:18])([CH3:19])[CH2:12][CH2:13][CH2:14][CH2:15][CH2:16][CH3:17])[CH:8]=1)(=[O:23])[CH3:22], predict the reactants needed to synthesize it. (5) Given the product [N+:1]([C:4]1[CH:11]=[CH:10][C:7]([CH2:8][N:12]2[CH:16]=[CH:15][CH:14]=[N:13]2)=[CH:6][CH:5]=1)([O-:3])=[O:2], predict the reactants needed to synthesize it. The reactants are: [N+:1]([C:4]1[CH:11]=[CH:10][C:7]([CH2:8]Br)=[CH:6][CH:5]=1)([O-:3])=[O:2].[NH:12]1[CH:16]=[CH:15][CH:14]=[N:13]1.C(=O)([O-])[O-].[K+].[K+]. (6) Given the product [NH2:23][C:20]1[CH:21]=[C:22]2[C:17](=[CH:18][CH:19]=1)[N:16]([CH2:26][C:27]1[CH:32]=[CH:31][CH:30]=[C:29]([O:33][CH3:34])[CH:28]=1)[C:15]([C:35]([O:37][CH2:38][CH3:39])=[O:36])=[C:14]2[C:11]1[CH:10]=[CH:9][C:8]([C:4]([CH3:5])([CH3:7])[CH3:6])=[CH:13][CH:12]=1, predict the reactants needed to synthesize it. The reactants are: [Sn](Cl)Cl.[C:4]([C:8]1[CH:13]=[CH:12][C:11]([C:14]2[C:22]3[C:17](=[CH:18][CH:19]=[C:20]([N+:23]([O-])=O)[CH:21]=3)[N:16]([CH2:26][C:27]3[CH:32]=[CH:31][CH:30]=[C:29]([O:33][CH3:34])[CH:28]=3)[C:15]=2[C:35]([O:37][CH2:38][CH3:39])=[O:36])=[CH:10][CH:9]=1)([CH3:7])([CH3:6])[CH3:5].Cl.[OH-].[Na+]. (7) Given the product [NH2:23][C:14]1[C:13]2[N:12]=[C:11]([CH2:24][O:25][CH2:26][CH3:27])[N:10]([CH2:9][C:8]([NH:7][C:5]([NH:4][CH:1]([CH3:3])[CH3:2])=[O:6])([CH3:28])[CH3:29])[C:22]=2[C:21]2[N:20]=[CH:19][CH:18]=[CH:17][C:16]=2[N:15]=1, predict the reactants needed to synthesize it. The reactants are: [CH:1]([N:4]=[C:5]=[O:6])([CH3:3])[CH3:2].[NH2:7][C:8]([CH3:29])([CH3:28])[CH2:9][N:10]1[C:22]2[C:21]3[N:20]=[CH:19][CH:18]=[CH:17][C:16]=3[N:15]=[C:14]([NH2:23])[C:13]=2[N:12]=[C:11]1[CH2:24][O:25][CH2:26][CH3:27].